This data is from Catalyst prediction with 721,799 reactions and 888 catalyst types from USPTO. The task is: Predict which catalyst facilitates the given reaction. (1) Reactant: [NH:1]1[CH2:4][CH:3]([CH2:5][C:6]2[N:7]([CH3:32])[C:8]3[C:13]([N:14]=2)=[C:12]([N:15]2[CH2:20][CH2:19][O:18][CH2:17][CH2:16]2)[N:11]=[C:10]([N:21]2[C:25]4[CH:26]=[CH:27][CH:28]=[CH:29][C:24]=4[N:23]=[C:22]2[CH2:30][CH3:31])[N:9]=3)[CH2:2]1.[OH:33][C:34]([CH3:39])([CH3:38])[C:35](O)=[O:36].CCN(C(C)C)C(C)C.CN(C(ON1N=NC2C=CC=NC1=2)=[N+](C)C)C.F[P-](F)(F)(F)(F)F. Product: [CH2:30]([C:22]1[N:21]([C:10]2[N:9]=[C:8]3[C:13]([N:14]=[C:6]([CH2:5][CH:3]4[CH2:2][N:1]([C:35](=[O:36])[C:34]([OH:33])([CH3:39])[CH3:38])[CH2:4]4)[N:7]3[CH3:32])=[C:12]([N:15]3[CH2:20][CH2:19][O:18][CH2:17][CH2:16]3)[N:11]=2)[C:25]2[CH:26]=[CH:27][CH:28]=[CH:29][C:24]=2[N:23]=1)[CH3:31]. The catalyst class is: 2. (2) Reactant: [OH:1][C:2]1[CH:11]=[C:10]([C:12]([CH3:17])([CH3:16])[C:13]([OH:15])=[O:14])[CH:9]=[C:8]2[C:3]=1[C@@H:4]1[CH2:23][C:22](=[O:24])[CH2:21][CH2:20][C@H:5]1[C:6]([CH3:19])([CH3:18])[O:7]2.[BH4-].[Na+]. Product: [OH:1][C:2]1[CH:11]=[C:10]([C:12]([CH3:16])([CH3:17])[C:13]([OH:15])=[O:14])[CH:9]=[C:8]2[C:3]=1[C@@H:4]1[CH2:23][C@H:22]([OH:24])[CH2:21][CH2:20][C@H:5]1[C:6]([CH3:19])([CH3:18])[O:7]2. The catalyst class is: 5. (3) Reactant: [CH2:1]([O:4][C:5]1[CH:10]=[CH:9][C:8]([C:11]2[N:12]=[C:13]([NH:16][C:17]([C:19]3[N:20]=[CH:21][C:22]([N:25]4[CH2:30][CH2:29][CH:28]([C:31]([O:33][CH2:34][CH3:35])=[O:32])[CH2:27][CH2:26]4)=[N:23][CH:24]=3)=[O:18])[S:14][CH:15]=2)=[CH:7][C:6]=1[C:36]([F:39])([F:38])[F:37])[CH2:2][CH3:3].[C:40]([O:43][C:44](=O)C)(=[O:42])[CH3:41].C=O. Product: [C:40]([O:43][CH2:44][C:15]1[S:14][C:13]([NH:16][C:17]([C:19]2[N:20]=[CH:21][C:22]([N:25]3[CH2:30][CH2:29][CH:28]([C:31]([O:33][CH2:34][CH3:35])=[O:32])[CH2:27][CH2:26]3)=[N:23][CH:24]=2)=[O:18])=[N:12][C:11]=1[C:8]1[CH:9]=[CH:10][C:5]([O:4][CH2:1][CH2:2][CH3:3])=[C:6]([C:36]([F:39])([F:37])[F:38])[CH:7]=1)(=[O:42])[CH3:41]. The catalyst class is: 15. (4) Reactant: [Si:1]([O:8][C@@H:9]1[C@H:13]([CH2:14][O:15][Si:16]([C:19]([CH3:22])([CH3:21])[CH3:20])([CH3:18])[CH3:17])[CH2:12][C@@H:11]([O:23][C:24]2[CH:29]=[C:28](Cl)[N:27]=[CH:26][N:25]=2)[CH2:10]1)([C:4]([CH3:7])([CH3:6])[CH3:5])([CH3:3])[CH3:2].[C:31]1([CH2:41][OH:42])[C:40]2[C:35](=[CH:36][CH:37]=[CH:38][CH:39]=2)[CH:34]=[CH:33][CH:32]=1.[H-].[Na+]. Product: [Si:1]([O:8][C@@H:9]1[C@H:13]([CH2:14][O:15][Si:16]([C:19]([CH3:22])([CH3:21])[CH3:20])([CH3:18])[CH3:17])[CH2:12][C@@H:11]([O:23][C:24]2[CH:29]=[C:28]([O:42][CH2:41][C:31]3[C:40]4[C:35](=[CH:36][CH:37]=[CH:38][CH:39]=4)[CH:34]=[CH:33][CH:32]=3)[N:27]=[CH:26][N:25]=2)[CH2:10]1)([C:4]([CH3:7])([CH3:6])[CH3:5])([CH3:3])[CH3:2]. The catalyst class is: 3.